Dataset: Forward reaction prediction with 1.9M reactions from USPTO patents (1976-2016). Task: Predict the product of the given reaction. (1) Given the reactants [C:1]([C:5]1[CH:9]=[C:8]([NH:10][C:11](=[O:18])OCC(Cl)(Cl)Cl)[N:7]([C:19]2[CH:24]=[CH:23][C:22]([CH3:25])=[CH:21][CH:20]=2)[N:6]=1)([CH3:4])([CH3:3])[CH3:2].[NH2:26][CH2:27][C:28]1[CH:46]=[C:45]([F:47])[CH:44]=[CH:43][C:29]=1[O:30][C:31]1[CH:32]=[C:33]2[C:37](=[CH:38][CH:39]=1)[N:36]([CH2:40][CH2:41][OH:42])[N:35]=[CH:34]2.C([N:50](CC)CC)C, predict the reaction product. The product is: [C:1]([C:5]1[CH:9]=[C:8]([NH:10][C:11]([NH:26][CH2:27][C:28]2[CH:46]=[C:45]([F:47])[CH:44]=[CH:43][C:29]=2[O:30][C:31]2[CH:32]=[C:33]3[C:37](=[CH:38][CH:39]=2)[N:36]([CH2:40][CH2:41][OH:42])[N:35]=[CH:34]3)=[O:18])[N:7]([C:19]2[CH:20]=[CH:21][C:22]([C:25]#[N:50])=[CH:23][CH:24]=2)[N:6]=1)([CH3:2])([CH3:3])[CH3:4]. (2) Given the reactants N(C(OCC)=O)=NC(OCC)=O.[CH2:13]([O:20][C:21]([N:23]1[CH2:28][CH2:27][C:26]([CH:31]([OH:34])[CH2:32][OH:33])([CH2:29]O)[CH2:25][CH2:24]1)=[O:22])[C:14]1[CH:19]=[CH:18][CH:17]=[CH:16][CH:15]=1.C1(P(C2C=CC=CC=2)C2C=CC=CC=2)C=CC=CC=1, predict the reaction product. The product is: [CH2:13]([O:20][C:21]([N:23]1[CH2:28][CH2:27][C:26]2([CH2:29][O:33][CH2:32][CH:31]2[OH:34])[CH2:25][CH2:24]1)=[O:22])[C:14]1[CH:19]=[CH:18][CH:17]=[CH:16][CH:15]=1. (3) The product is: [Cl:1][C:2]1[CH:10]=[CH:9][C:8]2[N:7]([CH2:24][C:22]([CH:18]3[CH2:21][CH2:20][CH2:19]3)([C:25]3[CH:30]=[CH:29][C:28]([F:31])=[CH:27][CH:26]=3)[OH:23])[C:6]3[CH2:11][CH2:12][N:13]([CH3:15])[CH2:14][C:5]=3[C:4]=2[CH:3]=1. Given the reactants [Cl:1][C:2]1[CH:10]=[CH:9][C:8]2[NH:7][C:6]3[CH2:11][CH2:12][N:13]([CH3:15])[CH2:14][C:5]=3[C:4]=2[CH:3]=1.[H-].[Na+].[CH:18]1([C:22]2([C:25]3[CH:30]=[CH:29][C:28]([F:31])=[CH:27][CH:26]=3)[CH2:24][O:23]2)[CH2:21][CH2:20][CH2:19]1, predict the reaction product. (4) Given the reactants C=O.[CH3:3][O:4][C:5]1[CH:14]=[C:13]2[C:8]([N:9]=[CH:10][C:11]([O:15][CH2:16][CH2:17][N:18]3[CH2:23][CH2:22][CH:21]([NH:24][CH2:25][C:26]4[CH:27]=[CH:28][C:29]5[S:34][CH2:33][C:32](=[O:35])[NH:31][C:30]=5[CH:36]=4)[CH2:20][CH2:19]3)=[N:12]2)=[CH:7][CH:6]=1.[C:37](O)(=O)C.C([BH3-])#N.[Na+], predict the reaction product. The product is: [CH3:3][O:4][C:5]1[CH:14]=[C:13]2[C:8]([N:9]=[CH:10][C:11]([O:15][CH2:16][CH2:17][N:18]3[CH2:23][CH2:22][CH:21]([N:24]([CH2:25][C:26]4[CH:27]=[CH:28][C:29]5[S:34][CH2:33][C:32](=[O:35])[NH:31][C:30]=5[CH:36]=4)[CH3:37])[CH2:20][CH2:19]3)=[N:12]2)=[CH:7][CH:6]=1. (5) Given the reactants C([O:8][C:9]1[CH:10]=[C:11]([O:23][C:24]2[CH:29]=[CH:28][C:27]([S:30]([CH3:33])(=[O:32])=[O:31])=[CH:26][CH:25]=2)[CH:12]=[C:13]2[C:17]=1[NH:16][C:15]([C:18]([O:20][CH2:21][CH3:22])=[O:19])=[CH:14]2)C1C=CC=CC=1, predict the reaction product. The product is: [OH:8][C:9]1[CH:10]=[C:11]([O:23][C:24]2[CH:29]=[CH:28][C:27]([S:30]([CH3:33])(=[O:32])=[O:31])=[CH:26][CH:25]=2)[CH:12]=[C:13]2[C:17]=1[NH:16][C:15]([C:18]([O:20][CH2:21][CH3:22])=[O:19])=[CH:14]2. (6) Given the reactants Cl[C:2]([O:4][CH2:5][C:6]1[CH:11]=[CH:10][CH:9]=[CH:8][CH:7]=1)=[O:3].[Br:12][C:13]1[C:22]2[O:21][CH2:20][CH2:19][NH:18][C:17]=2[CH:16]=[C:15]([CH3:23])[CH:14]=1.N1C=CC=CC=1.Cl, predict the reaction product. The product is: [CH2:5]([O:4][C:2]([N:18]1[C:17]2[CH:16]=[C:15]([CH3:23])[CH:14]=[C:13]([Br:12])[C:22]=2[O:21][CH2:20][CH2:19]1)=[O:3])[C:6]1[CH:11]=[CH:10][CH:9]=[CH:8][CH:7]=1.